This data is from Full USPTO retrosynthesis dataset with 1.9M reactions from patents (1976-2016). The task is: Predict the reactants needed to synthesize the given product. (1) Given the product [F:1][C:2]1[CH:19]=[CH:18][CH:17]=[CH:16][C:3]=1[CH2:4][C:5]1[N:9]2[CH:10]=[CH:11][CH:12]=[CH:13][C:8]2=[C:7]([C:14]2[NH:36][N:35]=[N:34][N:15]=2)[N:6]=1, predict the reactants needed to synthesize it. The reactants are: [F:1][C:2]1[CH:19]=[CH:18][CH:17]=[CH:16][C:3]=1[CH2:4][C:5]1[N:9]2[CH:10]=[CH:11][CH:12]=[CH:13][C:8]2=[C:7]([C:14]#[N:15])[N:6]=1.C([Sn](=O)CCCC)CCC.C[Si]([N:34]=[N+:35]=[N-:36])(C)C.C(O)C. (2) Given the product [ClH:32].[CH3:1][C:2]1([CH3:31])[C:8](=[O:9])[NH:7][C:6]2[N:10]=[CH:11][C:12](/[CH:14]=[CH:15]/[C:16]([N:18]([CH3:30])[CH2:19][C:20]3[O:21][C:22]4[CH:29]=[CH:28][CH:27]=[CH:26][C:23]=4[C:24]=3[CH3:25])=[O:17])=[CH:13][C:5]=2[CH2:4][NH:3]1, predict the reactants needed to synthesize it. The reactants are: [CH3:1][C:2]1([CH3:31])[C:8](=[O:9])[NH:7][C:6]2[N:10]=[CH:11][C:12](/[CH:14]=[CH:15]/[C:16]([N:18]([CH3:30])[CH2:19][C:20]3[O:21][C:22]4[CH:29]=[CH:28][CH:27]=[CH:26][C:23]=4[C:24]=3[CH3:25])=[O:17])=[CH:13][C:5]=2[CH2:4][NH:3]1.[ClH:32].